From a dataset of Full USPTO retrosynthesis dataset with 1.9M reactions from patents (1976-2016). Predict the reactants needed to synthesize the given product. (1) Given the product [Cl:13][C:14]1[CH:15]=[C:16]([CH:17]=[CH:18][C:19]=1[Cl:20])[O:21][C:23](=[CH:22][C:28]([OH:30])=[O:29])[C:24]([OH:26])=[O:25], predict the reactants needed to synthesize it. The reactants are: [OH-].C([N+](C)(C)C)C1C=CC=CC=1.[Cl:13][C:14]1[CH:15]=[C:16]([OH:21])[CH:17]=[CH:18][C:19]=1[Cl:20].[C:22]([C:28]([O:30]C)=[O:29])#[C:23][C:24]([O:26]C)=[O:25].[OH-].[Na+].Cl. (2) Given the product [Cl:30][C:31]1[CH:39]=[CH:38][CH:37]=[C:36]([F:40])[C:32]=1[C:33]([NH:1][C:2]1[CH:23]=[CH:22][C:5]2[O:6][C@@H:7]([CH2:20][OH:21])[CH2:8][N:9]([S:10]([C:13]3[CH:14]=[CH:15][C:16]([F:19])=[CH:17][CH:18]=3)(=[O:11])=[O:12])[C:4]=2[CH:3]=1)=[O:34], predict the reactants needed to synthesize it. The reactants are: [NH2:1][C:2]1[CH:23]=[CH:22][C:5]2[O:6][C@@H:7]([CH2:20][OH:21])[CH2:8][N:9]([S:10]([C:13]3[CH:18]=[CH:17][C:16]([F:19])=[CH:15][CH:14]=3)(=[O:12])=[O:11])[C:4]=2[CH:3]=1.N1C=CC=CC=1.[Cl:30][C:31]1[CH:39]=[CH:38][CH:37]=[C:36]([F:40])[C:32]=1[C:33](Cl)=[O:34]. (3) Given the product [Cl:1][C:2]1[CH:3]=[C:4]([C:8]2[C:9]3[N:18]([CH2:19][C@H:20]4[CH2:25][CH2:24][C@H:23]([CH3:26])[CH2:22][CH2:21]4)[C:17]([CH:27]([F:42])[C:29]4[CH:34]=[CH:33][CH:32]=[CH:31][C:30]=4[F:35])=[CH:16][C:10]=3[N:11]=[C:12]([C:14]#[N:15])[N:13]=2)[CH:5]=[N:6][CH:7]=1, predict the reactants needed to synthesize it. The reactants are: [Cl:1][C:2]1[CH:3]=[C:4]([C:8]2[C:9]3[N:18]([CH2:19][C@H:20]4[CH2:25][CH2:24][C@H:23]([CH3:26])[CH2:22][CH2:21]4)[C:17]([CH:27]([C:29]4[CH:34]=[CH:33][CH:32]=[CH:31][C:30]=4[F:35])O)=[CH:16][C:10]=3[N:11]=[C:12]([C:14]#[N:15])[N:13]=2)[CH:5]=[N:6][CH:7]=1.CCN(S(F)(F)[F:42])CC. (4) Given the product [Cl:28][C:2]1[N:7]([CH3:8])[C:6](=[O:9])[C:5]([C:10]2[CH:19]=[CH:18][C:17]3[C:12](=[CH:13][CH:14]=[CH:15][CH:16]=3)[CH:11]=2)=[C:4]([C:20]2[CH:25]=[CH:24][N:23]=[CH:22][CH:21]=2)[N:3]=1, predict the reactants needed to synthesize it. The reactants are: O[C:2]1[N:7]([CH3:8])[C:6](=[O:9])[C:5]([C:10]2[CH:19]=[CH:18][C:17]3[C:12](=[CH:13][CH:14]=[CH:15][CH:16]=3)[CH:11]=2)=[C:4]([C:20]2[CH:25]=[CH:24][N:23]=[CH:22][CH:21]=2)[N:3]=1.P(Cl)(Cl)([Cl:28])=O. (5) Given the product [CH:1]1([CH2:7][CH2:8]/[CH:9]=[CH:10]/[CH2:11][CH2:12][C:13]([OH:15])=[O:14])[CH2:6][CH2:5][CH2:4][CH2:3][CH2:2]1, predict the reactants needed to synthesize it. The reactants are: [CH:1]1([CH2:7][CH2:8]/[CH:9]=[CH:10]/[CH2:11][CH2:12][C:13]([O:15]CC)=[O:14])[CH2:6][CH2:5][CH2:4][CH2:3][CH2:2]1. (6) Given the product [OH:33][C@H:32]([C:23]1[CH:24]=[CH:25][C:26]2[C:27](=[O:31])[O:28][CH2:29][C:30]=2[C:22]=1[CH3:21])[CH2:34][N:15]1[CH2:16][CH2:17][N:12]([C:8]2[CH:7]=[CH:6][C:5]3[C:10](=[CH:11][C:2]([CH3:1])=[C:3]([C:19]#[N:20])[CH:4]=3)[N:9]=2)[C:13](=[O:18])[CH2:14]1, predict the reactants needed to synthesize it. The reactants are: [CH3:1][C:2]1[CH:11]=[C:10]2[C:5]([CH:6]=[CH:7][C:8]([N:12]3[CH2:17][CH2:16][NH:15][CH2:14][C:13]3=[O:18])=[N:9]2)=[CH:4][C:3]=1[C:19]#[N:20].[CH3:21][C:22]1[C:30]2[CH2:29][O:28][C:27](=[O:31])[C:26]=2[CH:25]=[CH:24][C:23]=1[C@@H:32]1[CH2:34][O:33]1.